Dataset: Peptide-MHC class I binding affinity with 185,985 pairs from IEDB/IMGT. Task: Regression. Given a peptide amino acid sequence and an MHC pseudo amino acid sequence, predict their binding affinity value. This is MHC class I binding data. (1) The peptide sequence is TPKGAVMDI. The MHC is HLA-B51:01 with pseudo-sequence HLA-B51:01. The binding affinity (normalized) is 0.228. (2) The peptide sequence is ETVKMGAFMY. The MHC is HLA-A33:01 with pseudo-sequence HLA-A33:01. The binding affinity (normalized) is 0. (3) The peptide sequence is GTMPSLTMAC. The MHC is HLA-A02:03 with pseudo-sequence HLA-A02:03. The binding affinity (normalized) is 0.103. (4) The peptide sequence is PYIASRSQI. The MHC is HLA-A29:02 with pseudo-sequence HLA-A29:02. The binding affinity (normalized) is 0. (5) The peptide sequence is SPRPEMQEF. The MHC is HLA-A68:02 with pseudo-sequence HLA-A68:02. The binding affinity (normalized) is 0. (6) The peptide sequence is THYPTQNRF. The MHC is HLA-B08:01 with pseudo-sequence HLA-B08:01. The binding affinity (normalized) is 0.0847. (7) The MHC is HLA-A01:01 with pseudo-sequence HLA-A01:01. The peptide sequence is YFSDVSAPV. The binding affinity (normalized) is 0.0847.